Predict the reactants needed to synthesize the given product. From a dataset of Full USPTO retrosynthesis dataset with 1.9M reactions from patents (1976-2016). (1) Given the product [NH2:12][C:13]1[N:14]=[C:15]([N:24]2[CH2:25][CH2:26][N:27]([C:30](=[O:40])[CH2:31][O:32][C:33]3[CH:38]=[CH:37][C:36]([Cl:39])=[CH:35][CH:34]=3)[CH2:28][CH2:29]2)[C:16]2[N:22]=[C:21]([C:3]3[C:2]([F:1])=[CH:7][CH:6]=[CH:5][C:4]=3[F:8])[CH:20]=[CH:19][C:17]=2[N:18]=1, predict the reactants needed to synthesize it. The reactants are: [F:1][C:2]1[CH:7]=[CH:6][CH:5]=[C:4]([F:8])[C:3]=1B(O)O.[NH2:12][C:13]1[N:14]=[C:15]([N:24]2[CH2:29][CH2:28][N:27]([C:30](=[O:40])[CH2:31][O:32][C:33]3[CH:38]=[CH:37][C:36]([Cl:39])=[CH:35][CH:34]=3)[CH2:26][CH2:25]2)[C:16]2[N:22]=[C:21](Cl)[CH:20]=[CH:19][C:17]=2[N:18]=1. (2) Given the product [CH:7]1([N:6]([CH2:5][C:4]2[CH:10]=[CH:11][CH:12]=[C:2]([I:1])[CH:3]=2)[C:13]([NH2:15])=[S:14])[CH2:8][CH2:9]1, predict the reactants needed to synthesize it. The reactants are: [I:1][C:2]1[CH:3]=[C:4]([CH:10]=[CH:11][CH:12]=1)[CH2:5][NH:6][CH:7]1[CH2:9][CH2:8]1.[C:13](N1C=CN=C1)([N:15]1C=CN=C1)=[S:14].CCN(C(C)C)C(C)C.N. (3) Given the product [N:21]1[NH:25][N:26]=[N:27][C:20]=1[C:19]1[CH:18]=[C:17]([C:15]2[O:14][N:13]=[C:12]([C:4]3[CH:5]=[CH:6][C:7]([O:8][CH:9]([CH3:11])[CH3:10])=[C:2]([Cl:1])[CH:3]=3)[N:16]=2)[CH:24]=[CH:23][CH:22]=1, predict the reactants needed to synthesize it. The reactants are: [Cl:1][C:2]1[CH:3]=[C:4]([C:12]2[N:16]=[C:15]([C:17]3[CH:18]=[C:19]([CH:22]=[CH:23][CH:24]=3)[C:20]#[N:21])[O:14][N:13]=2)[CH:5]=[CH:6][C:7]=1[O:8][CH:9]([CH3:11])[CH3:10].[N-:25]=[N+:26]=[N-:27].[Na+].C1COCC1.Cl. (4) Given the product [CH3:1][O:2][C:3](=[O:24])[CH2:4][C:5]1([CH2:11][NH:12][C:13](=[O:23])[C:14]2[CH:19]=[CH:18][CH:17]=[CH:16][C:15]=2[NH2:20])[CH2:6][CH2:7][CH2:8][CH2:9][CH2:10]1, predict the reactants needed to synthesize it. The reactants are: [CH3:1][O:2][C:3](=[O:24])[CH2:4][C:5]1([CH2:11][NH:12][C:13](=[O:23])[C:14]2[CH:19]=[CH:18][CH:17]=[CH:16][C:15]=2[N+:20]([O-])=O)[CH2:10][CH2:9][CH2:8][CH2:7][CH2:6]1. (5) Given the product [F:32][C:33]1[CH:38]=[CH:37][CH:36]=[CH:35][C:34]=1[N:39]1[CH2:44][CH2:43][N:42]([C:17]([C:3]2[C:4]([C:7]3[CH:12]=[CH:11][CH:10]=[CH:9][C:8]=3[C:13]([F:14])([F:15])[F:16])=[N:5][O:6][C:2]=2[CH3:1])=[O:19])[CH2:41][CH2:40]1, predict the reactants needed to synthesize it. The reactants are: [CH3:1][C:2]1[O:6][N:5]=[C:4]([C:7]2[CH:12]=[CH:11][CH:10]=[CH:9][C:8]=2[C:13]([F:16])([F:15])[F:14])[C:3]=1[C:17]([OH:19])=O.Cl.C(N=C=NCCCN(C)C)C.[F:32][C:33]1[CH:38]=[CH:37][CH:36]=[CH:35][C:34]=1[N:39]1[CH2:44][CH2:43][NH:42][CH2:41][CH2:40]1. (6) Given the product [C:1]([C:4]1[C:5]([C:19](=[O:21])[CH3:20])=[C:6]([CH3:18])[N:7]([C:10]2[CH:15]=[CH:14][C:13]([O:16][CH2:23][CH3:24])=[C:12]([CH3:17])[CH:11]=2)[C:8]=1[CH3:9])(=[O:3])[CH3:2], predict the reactants needed to synthesize it. The reactants are: [C:1]([C:4]1[C:5]([C:19](=[O:21])[CH3:20])=[C:6]([CH3:18])[N:7]([C:10]2[CH:15]=[CH:14][C:13]([OH:16])=[C:12]([CH3:17])[CH:11]=2)[C:8]=1[CH3:9])(=[O:3])[CH3:2].Br[CH2:23][CH3:24].C([O-])([O-])=O.[K+].[K+]. (7) Given the product [Br:8][C:6]1[N:7]=[C:2]([NH:12][NH2:13])[C:3]([O:9][CH3:10])=[N:4][CH:5]=1, predict the reactants needed to synthesize it. The reactants are: Br[C:2]1[C:3]([O:9][CH3:10])=[N:4][CH:5]=[C:6]([Br:8])[N:7]=1.O.[NH2:12][NH2:13]. (8) The reactants are: [CH2:1]([O:3][CH2:4][N:5]([C:16]1[CH:20]=[C:19]([CH3:21])[O:18][N:17]=1)[S:6]([C:9]1[CH:13]=[C:12]([CH3:14])[S:11][C:10]=1Br)(=[O:8])=[O:7])[CH3:2].[CH:22]([C:24]1[CH:29]=[CH:28][C:27](B(O)O)=[CH:26][CH:25]=1)=[O:23].C(=O)([O-])[O-].[Na+].[Na+]. Given the product [CH2:1]([O:3][CH2:4][N:5]([C:16]1[CH:20]=[C:19]([CH3:21])[O:18][N:17]=1)[S:6]([C:9]1[CH:13]=[C:12]([CH3:14])[S:11][C:10]=1[C:27]1[CH:28]=[CH:29][C:24]([CH:22]=[O:23])=[CH:25][CH:26]=1)(=[O:8])=[O:7])[CH3:2], predict the reactants needed to synthesize it. (9) Given the product [NH2:8][C:6]1[CH:5]=[CH:4][C:3]([O:12][C:13]2[CH:14]=[C:15]([CH:20]=[C:21]([C:23]([F:24])([F:25])[F:26])[CH:22]=2)[C:16]([O:18][CH3:19])=[O:17])=[C:2]([Cl:1])[CH:7]=1, predict the reactants needed to synthesize it. The reactants are: [Cl:1][C:2]1[CH:7]=[C:6]([N+:8]([O-])=O)[CH:5]=[CH:4][C:3]=1F.[OH:12][C:13]1[CH:14]=[C:15]([CH:20]=[C:21]([C:23]([F:26])([F:25])[F:24])[CH:22]=1)[C:16]([O:18][CH3:19])=[O:17].C(=O)([O-])[O-].[K+].[K+]. (10) The reactants are: O=[C:2]1[N:7](C(OC(C)(C)C)=O)[N:6]=[CH:5][C:4]([N:15]2[CH2:20][CH2:19][CH:18]([C:21]3[CH:26]=[CH:25][CH:24]=[CH:23][CH:22]=3)[CH2:17][CH2:16]2)=[C:3]1[C:27]([F:30])([F:29])[F:28].P(Cl)(Cl)([Cl:33])=O. Given the product [Cl:33][C:2]1[N:7]=[N:6][CH:5]=[C:4]([N:15]2[CH2:20][CH2:19][CH:18]([C:21]3[CH:26]=[CH:25][CH:24]=[CH:23][CH:22]=3)[CH2:17][CH2:16]2)[C:3]=1[C:27]([F:30])([F:29])[F:28], predict the reactants needed to synthesize it.